Dataset: Reaction yield outcomes from USPTO patents with 853,638 reactions. Task: Predict the reaction yield, written as a fraction of the theoretical maximum amount of product (1.0 means a 100% yield; for example, 0.34 means a 34% yield). (1) The reactants are Cl.[F:2][C:3]1[CH:8]=[C:7]([CH2:9][NH2:10])[CH:6]=[CH:5][N:4]=1.[Cl:11][C:12]1[C:17]([Cl:18])=[CH:16][CH:15]=[CH:14][C:13]=1[N:19]=[C:20]=[S:21]. No catalyst specified. The product is [Cl:11][C:12]1[C:17]([Cl:18])=[CH:16][CH:15]=[CH:14][C:13]=1[NH:19][C:20]([NH:10][CH2:9][C:7]1[CH:6]=[CH:5][N:4]=[C:3]([F:2])[CH:8]=1)=[S:21]. The yield is 0.530. (2) The reactants are [H-].[Na+].O[CH2:4][CH2:5][CH2:6][CH2:7][CH2:8][CH2:9][N:10]([C:21]([O:23][C:24]([CH3:27])([CH3:26])[CH3:25])=[O:22])[C:11]([NH:13][C:14]([O:16][C:17]([CH3:20])([CH3:19])[CH3:18])=[O:15])=[NH:12].[CH2:28](Br)[C:29]1[CH:34]=[CH:33][CH:32]=[CH:31][CH:30]=1.C1C[O:39]CC1. No catalyst specified. The product is [CH2:28]([O:39][CH:8]([CH2:7][CH2:6][CH2:5][CH3:4])[CH2:9][N:10]([C:21]([O:23][C:24]([CH3:27])([CH3:26])[CH3:25])=[O:22])[C:11]([NH:13][C:14]([O:16][C:17]([CH3:20])([CH3:19])[CH3:18])=[O:15])=[NH:12])[C:29]1[CH:34]=[CH:33][CH:32]=[CH:31][CH:30]=1. The yield is 0.340. (3) The reactants are [Cl:1][C:2]1[N:7]=[C:6]([C:8]([O:10][C:11]([CH3:14])([CH3:13])[CH3:12])=[O:9])[CH:5]=[C:4](Cl)[N:3]=1.Cl.[NH2:17][C@@H:18]([CH3:22])[C:19]([NH2:21])=[O:20].CCN(C(C)C)C(C)C. The catalyst is C(#N)C. The product is [NH2:21][C:19](=[O:20])[C@@H:18]([NH:17][C:4]1[N:3]=[C:2]([Cl:1])[N:7]=[C:6]([C:8]([O:10][C:11]([CH3:14])([CH3:13])[CH3:12])=[O:9])[CH:5]=1)[CH3:22]. The yield is 0.830. (4) The reactants are [CH:1]([C:3]1[CH:8]=[CH:7][C:6]([C:9]2[C:10]([C:15]#[N:16])=[CH:11][CH:12]=[CH:13][CH:14]=2)=[C:5]([N+:17]([O-:19])=[O:18])[CH:4]=1)=[O:2].CO.[BH4-].[Na+].Cl. The catalyst is C1COCC1. The product is [OH:2][CH2:1][C:3]1[CH:8]=[CH:7][C:6]([C:9]2[C:10]([C:15]#[N:16])=[CH:11][CH:12]=[CH:13][CH:14]=2)=[C:5]([N+:17]([O-:19])=[O:18])[CH:4]=1. The yield is 0.700. (5) The reactants are [NH2:1][C@@H:2]([C@H:7]([OH:9])[CH3:8])[C:3]([O:5][CH3:6])=[O:4].C([O-])(O)=O.[Na+].[CH:15]1[CH:20]=[CH:19][C:18]([CH2:21][O:22][C:23](Cl)=[O:24])=[CH:17][CH:16]=1. The catalyst is O.O1CCOCC1.CCOC(C)=O. The product is [CH2:21]([O:22][C:23]([NH:1][C@@H:2]([C@H:7]([OH:9])[CH3:8])[C:3]([O:5][CH3:6])=[O:4])=[O:24])[C:18]1[CH:19]=[CH:20][CH:15]=[CH:16][CH:17]=1. The yield is 0.740. (6) The reactants are [OH-].[Li+].O1CCCC1.C[O:9][C:10](=[O:28])[CH2:11][C:12]1[CH:17]=[CH:16][C:15]([C:18]2[CH:27]=[CH:26][C:25]3[C:20](=[CH:21][CH:22]=[CH:23][CH:24]=3)[CH:19]=2)=[CH:14][CH:13]=1.Cl. The catalyst is CO. The product is [CH:19]1[C:20]2[C:25](=[CH:24][CH:23]=[CH:22][CH:21]=2)[CH:26]=[CH:27][C:18]=1[C:15]1[CH:16]=[CH:17][C:12]([CH2:11][C:10]([OH:28])=[O:9])=[CH:13][CH:14]=1. The yield is 0.910. (7) The reactants are Br[C:2]1[CH:7]=[CH:6][N:5]=[C:4]([CH3:8])[CH:3]=1.[C:9](=[N:22][NH2:23])([C:16]1[CH:21]=[CH:20][CH:19]=[CH:18][CH:17]=1)[C:10]1[CH:15]=[CH:14][CH:13]=[CH:12][CH:11]=1.C1(P(C2C=CC=CC=2)C2C3OC4C(=CC=CC=4P(C4C=CC=CC=4)C4C=CC=CC=4)C(C)(C)C=3C=CC=2)C=CC=CC=1.CC(C)([O-])C.[Na+]. The catalyst is C1(C)C=CC=CC=1.C([O-])(=O)C.[Pd+2].C([O-])(=O)C. The product is [C:10]1([C:9]([C:16]2[CH:21]=[CH:20][CH:19]=[CH:18][CH:17]=2)=[N:22][NH:23][C:7]2[CH:2]=[CH:3][C:4]([CH3:8])=[N:5][CH:6]=2)[CH:11]=[CH:12][CH:13]=[CH:14][CH:15]=1. The yield is 0.950. (8) The reactants are [C:1]([C:3]1([N:7]2[C:15]3[C:10](=[CH:11][CH:12]=[C:13]([C:16]([O:18][CH2:19][CH3:20])=[O:17])[CH:14]=3)[CH:9]=[C:8]2[C:21](OCC)=[O:22])[CH2:6][CH2:5][CH2:4]1)#[N:2].CO.[BH4-].[Na+]. The catalyst is C1COCC1.CCOC(C)=O. The product is [O:22]=[C:21]1[C:8]2=[CH:9][C:10]3[CH:11]=[CH:12][C:13]([C:16]([O:18][CH2:19][CH3:20])=[O:17])=[CH:14][C:15]=3[N:7]2[C:3]2([CH2:4][CH2:5][CH2:6]2)[CH2:1][NH:2]1. The yield is 0.560. (9) The reactants are [CH3:1][O:2][C:3](=[O:37])[CH:4]=[CH:5][CH:6]1[CH:13]2[CH:9]([O:10][CH:11]([CH:14]=[CH:15][C:16]3[CH:21]=[CH:20][CH:19]=[CH:18][CH:17]=3)[O:12]2)[CH:8]([N:22]2[CH:30]=[N:29][C:28]3[C:23]2=[N:24][CH:25]=[N:26][C:27]=3[NH:31][C:32]([NH:34][CH2:35][CH3:36])=[O:33])[O:7]1.[BH4-].[Na+]. The catalyst is CO.O.S([O-])([O-])(=O)=O.[Cu+2]. The product is [CH3:1][O:2][C:3](=[O:37])[CH2:4][CH2:5][CH:6]1[CH:13]2[CH:9]([O:10][CH:11]([CH:14]=[CH:15][C:16]3[CH:17]=[CH:18][CH:19]=[CH:20][CH:21]=3)[O:12]2)[CH:8]([N:22]2[CH:30]=[N:29][C:28]3[C:23]2=[N:24][CH:25]=[N:26][C:27]=3[NH:31][C:32]([NH:34][CH2:35][CH3:36])=[O:33])[O:7]1. The yield is 0.500. (10) The reactants are [Cl:1][C:2]1[CH:18]=[CH:17][C:5]2[CH2:6][CH2:7][N:8]([C:11](=[O:16])[C:12]([F:15])([F:14])[F:13])[CH2:9][CH2:10][C:4]=2[C:3]=1OS(C(F)(F)F)(=O)=O.[CH:27]([O:29]CCCC)=[CH2:28].C1C=CC(P(C2C=CC=CC=2)CCCP(C2C=CC=CC=2)C2C=CC=CC=2)=CC=1.C(N(CC)CC)C. The catalyst is C([O-])(=O)C.[Pd+2].C([O-])(=O)C.C(OCC)C.CN(C=O)C. The product is [C:27]([C:3]1[C:4]2[CH2:10][CH2:9][N:8]([C:11](=[O:16])[C:12]([F:15])([F:14])[F:13])[CH2:7][CH2:6][C:5]=2[CH:17]=[CH:18][C:2]=1[Cl:1])(=[O:29])[CH3:28]. The yield is 0.900.